From a dataset of Forward reaction prediction with 1.9M reactions from USPTO patents (1976-2016). Predict the product of the given reaction. (1) Given the reactants [Cl:1]N1C(=O)CCC1=O.C1(P(C2C=CC=CC=2)C2C=CC=CC=2)C=CC=CC=1.[F:28][C:29]1[C:34](=O)[NH:33][C:32]([NH:36][C:37]2[CH:38]=[C:39]3[C:44](=[CH:45][CH:46]=2)[N:43]=[CH:42][CH:41]=[CH:40]3)=[C:31]([C:47]#[N:48])[CH:30]=1, predict the reaction product. The product is: [Cl:1][C:34]1[C:29]([F:28])=[CH:30][C:31]([C:47]#[N:48])=[C:32]([NH:36][C:37]2[CH:38]=[C:39]3[C:44](=[CH:45][CH:46]=2)[N:43]=[CH:42][CH:41]=[CH:40]3)[N:33]=1. (2) Given the reactants [O:1]1[CH2:29][C@:2]1([CH3:30])[CH2:3][O:4][C:5]1[CH:10]=[CH:9][C:8]([N:11]2[CH2:16][CH2:15][CH:14]([O:17][C:18]3[CH:23]=[CH:22][C:21]([O:24][C:25]([F:28])([F:27])[F:26])=[CH:20][CH:19]=3)[CH2:13][CH2:12]2)=[CH:7][CH:6]=1.Cl[C:32]1[NH:33][CH:34]=[C:35]([N+:37]([O-:39])=[O:38])[N:36]=1.C([O-])(=O)C.[Na+].C(OC(C)(C)C)(=O)C.[OH-].[Na+], predict the reaction product. The product is: [CH3:30][C@@:2]1([CH2:3][O:4][C:5]2[CH:6]=[CH:7][C:8]([N:11]3[CH2:16][CH2:15][CH:14]([O:17][C:18]4[CH:19]=[CH:20][C:21]([O:24][C:25]([F:26])([F:28])[F:27])=[CH:22][CH:23]=4)[CH2:13][CH2:12]3)=[CH:9][CH:10]=2)[O:1][C:32]2=[N:36][C:35]([N+:37]([O-:39])=[O:38])=[CH:34][N:33]2[CH2:29]1.